Dataset: Full USPTO retrosynthesis dataset with 1.9M reactions from patents (1976-2016). Task: Predict the reactants needed to synthesize the given product. (1) Given the product [F:1][C:2]1[CH:7]=[C:6]([F:8])[CH:5]=[CH:4][C:3]=1/[CH:9]=[CH:10]/[C:11]1[CH:12]=[CH:13][C:14]([S:17]([C:20]2[CH:27]=[CH:26][CH:25]=[C:22]([CH2:23][N:28]3[CH2:33][CH2:32][O:31][CH2:30][CH2:29]3)[CH:21]=2)(=[O:19])=[O:18])=[CH:15][N:16]=1, predict the reactants needed to synthesize it. The reactants are: [F:1][C:2]1[CH:7]=[C:6]([F:8])[CH:5]=[CH:4][C:3]=1/[CH:9]=[CH:10]/[C:11]1[N:16]=[CH:15][C:14]([S:17]([C:20]2[CH:21]=[C:22]([CH:25]=[CH:26][CH:27]=2)[CH:23]=O)(=[O:19])=[O:18])=[CH:13][CH:12]=1.[NH:28]1[CH2:33][CH2:32][O:31][CH2:30][CH2:29]1.C([BH3-])#N.[Na+].[OH-].[Na+]. (2) Given the product [ClH:48].[CH3:37][N:7]([CH2:6][CH2:5][C:4]([OH:38])=[O:3])[CH2:8][C:9](=[O:36])[N:10]1[C:18]2[C:13](=[CH:14][C:15]([O:19][CH2:20][C:21]3[S:22][C:23]([C:32]([F:34])([F:33])[F:35])=[C:24]([C:26]4[CH:31]=[CH:30][CH:29]=[CH:28][CH:27]=4)[CH:25]=3)=[CH:16][CH:17]=2)[CH2:12][CH2:11]1, predict the reactants needed to synthesize it. The reactants are: C([O:3][C:4](=[O:38])[CH2:5][CH2:6][N:7]([CH3:37])[CH2:8][C:9](=[O:36])[N:10]1[C:18]2[C:13](=[CH:14][C:15]([O:19][CH2:20][C:21]3[S:22][C:23]([C:32]([F:35])([F:34])[F:33])=[C:24]([C:26]4[CH:31]=[CH:30][CH:29]=[CH:28][CH:27]=4)[CH:25]=3)=[CH:16][CH:17]=2)[CH2:12][CH2:11]1)C.CO.C1COCC1.[OH-].[Na+].[ClH:48]. (3) Given the product [CH3:19][NH:20][C:8]1[CH:13]=[CH:12][C:11]([F:14])=[CH:10][C:9]=1[N+:15]([O-:17])=[O:16], predict the reactants needed to synthesize it. The reactants are: C(=O)([O-])[O-].[K+].[K+].F[C:8]1[CH:13]=[CH:12][C:11]([F:14])=[CH:10][C:9]=1[N+:15]([O-:17])=[O:16].Cl.[CH3:19][NH2:20].